The task is: Predict the reaction yield, written as a fraction of the theoretical maximum amount of product (1.0 means a 100% yield; for example, 0.34 means a 34% yield).. This data is from Reaction yield outcomes from USPTO patents with 853,638 reactions. (1) The reactants are [C:1]([NH:4][C@@H:5]([CH2:39][CH2:40][C:41]1[CH:46]=[CH:45][CH:44]=[CH:43][CH:42]=1)[C:6]([NH:8][C@@H:9]([CH2:32][C:33]1[CH:38]=[CH:37][CH:36]=[CH:35][CH:34]=1)[C:10]([NH:12][C@H:13]([B:19]1[O:23][C@@H]2C[C@@H]3C[C@H]([C@]2(C)[O:20]1)C3(C)C)[CH2:14][CH:15]1[CH2:18][CH2:17][CH2:16]1)=[O:11])=[O:7])(=[O:3])[CH3:2].CO.CCCCCC.Cl.CC(C)CB(O)O. No catalyst specified. The product is [C:1]([NH:4][C@@H:5]([CH2:39][CH2:40][C:41]1[CH:46]=[CH:45][CH:44]=[CH:43][CH:42]=1)[C:6]([NH:8][C@@H:9]([CH2:32][C:33]1[CH:34]=[CH:35][CH:36]=[CH:37][CH:38]=1)[C:10]([NH:12][C@H:13]([B:19]([OH:23])[OH:20])[CH2:14][CH:15]1[CH2:16][CH2:17][CH2:18]1)=[O:11])=[O:7])(=[O:3])[CH3:2]. The yield is 0.510. (2) The reactants are Br.[N:2]1[CH:7]=[CH:6][CH:5]=[C:4]([O:8][C:9]2[CH:14]=[CH:13][C:12]([C:15]3[O:19][C:18]([NH2:20])=[N:17][N:16]=3)=[CH:11][CH:10]=2)[CH:3]=1.[F:21][C:22]1[CH:30]=[CH:29][C:25]([C:26](Cl)=[O:27])=[CH:24][C:23]=1[C:31]([F:34])([F:33])[F:32]. The catalyst is N1C=CC=CC=1.CO. The product is [F:21][C:22]1[CH:30]=[CH:29][C:25]([C:26]([NH:20][C:18]2[O:19][C:15]([C:12]3[CH:11]=[CH:10][C:9]([O:8][C:4]4[CH:3]=[N:2][CH:7]=[CH:6][CH:5]=4)=[CH:14][CH:13]=3)=[N:16][N:17]=2)=[O:27])=[CH:24][C:23]=1[C:31]([F:32])([F:33])[F:34]. The yield is 0.473. (3) The reactants are Cl[C:2]1[N:7]=[CH:6][N:5]=[C:4]([N:8]2[CH2:13][CH2:12][CH:11]([CH:14]([N:18]3[CH:22]=[C:21]([C:23]4[C:24]5[CH:31]=[CH:30][NH:29][C:25]=5[N:26]=[CH:27][N:28]=4)[CH:20]=[N:19]3)[CH2:15][C:16]#[N:17])[CH2:10][CH2:9]2)[C:3]=1[CH3:32].[NH2:33][C:34]1[CH:39]=[CH:38][CH:37]=[CH:36][CH:35]=1. No catalyst specified. The product is [NH:33]([C:2]1[N:7]=[CH:6][N:5]=[C:4]([N:8]2[CH2:13][CH2:12][CH:11]([CH:14]([N:18]3[CH:22]=[C:21]([C:23]4[C:24]5[CH:31]=[CH:30][NH:29][C:25]=5[N:26]=[CH:27][N:28]=4)[CH:20]=[N:19]3)[CH2:15][C:16]#[N:17])[CH2:10][CH2:9]2)[C:3]=1[CH3:32])[C:34]1[CH:39]=[CH:38][CH:37]=[CH:36][CH:35]=1. The yield is 0.350. (4) The yield is 0.778. The catalyst is O.CC(C)=O. The reactants are [OH-].[Na+].[N+:3]([C:6]1[CH:11]=[CH:10][C:9]([OH:12])=[CH:8][CH:7]=1)([O-:5])=[O:4].[Cl:13][C:14]1[CH:19]=[C:18](Cl)[N:17]=[CH:16][N:15]=1. The product is [Cl:13][C:14]1[CH:19]=[C:18]([O:12][C:9]2[CH:10]=[CH:11][C:6]([N+:3]([O-:5])=[O:4])=[CH:7][CH:8]=2)[N:17]=[CH:16][N:15]=1. (5) The yield is 0.890. The product is [CH2:22]([N:24]1[CH2:29][CH2:28][CH:27]([CH2:30][NH:31][C:2]2[CH:3]=[CH:4][C:5]3[N:6]([C:8]([C:11]4[CH:16]=[CH:15][CH:14]=[C:13]([O:17][C:18]([F:21])([F:20])[F:19])[CH:12]=4)=[CH:9][N:10]=3)[N:7]=2)[CH2:26][CH2:25]1)[CH3:23]. The reactants are Cl[C:2]1[CH:3]=[CH:4][C:5]2[N:6]([C:8]([C:11]3[CH:16]=[CH:15][CH:14]=[C:13]([O:17][C:18]([F:21])([F:20])[F:19])[CH:12]=3)=[CH:9][N:10]=2)[N:7]=1.[CH2:22]([N:24]1[CH2:29][CH2:28][CH:27]([CH2:30][NH2:31])[CH2:26][CH2:25]1)[CH3:23].CC(C)([O-])C.[Na+].C1C=CC(P(C2C(C3C(P(C4C=CC=CC=4)C4C=CC=CC=4)=CC=C4C=3C=CC=C4)=C3C(C=CC=C3)=CC=2)C2C=CC=CC=2)=CC=1. The catalyst is C1(C)C=CC=CC=1.C1C=CC(/C=C/C(/C=C/C2C=CC=CC=2)=O)=CC=1.C1C=CC(/C=C/C(/C=C/C2C=CC=CC=2)=O)=CC=1.C1C=CC(/C=C/C(/C=C/C2C=CC=CC=2)=O)=CC=1.[Pd].[Pd]. (6) The reactants are [CH2:1]([O:8][C:9]([N:11]1[CH2:20][CH2:19][C:18]2[C:17](Cl)=[N:16][C:15]([S:22][CH3:23])=[N:14][C:13]=2[CH2:12]1)=[O:10])[C:2]1[CH:7]=[CH:6][CH:5]=[CH:4][CH:3]=1.C(N(CC)CC)C.[CH:31]1([C:34]2[NH:38][N:37]=[C:36]([NH2:39])[CH:35]=2)[CH2:33][CH2:32]1. The catalyst is CN1C(=O)CCC1.O. The product is [CH2:1]([O:8][C:9]([N:11]1[CH2:20][CH2:19][C:18]2[C:17]([NH:39][C:36]3[CH:35]=[C:34]([CH:31]4[CH2:33][CH2:32]4)[NH:38][N:37]=3)=[N:16][C:15]([S:22][CH3:23])=[N:14][C:13]=2[CH2:12]1)=[O:10])[C:2]1[CH:7]=[CH:6][CH:5]=[CH:4][CH:3]=1. The yield is 0.400. (7) The reactants are C(N(CC)CC)C.Cl.[Br:9][C:10]1[CH:15]=[CH:14][C:13]([C:16]2[N:17]=[C:18]([C@@H:21]3[CH2:25][CH2:24][CH2:23][NH:22]3)[NH:19][CH:20]=2)=[CH:12][CH:11]=1.[CH3:26][O:27][C:28]([NH:30][C@@H:31]([CH:35]([CH3:37])[CH3:36])[C:32](O)=[O:33])=[O:29].CN(C(ON1N=NC2C=CC=NC1=2)=[N+](C)C)C.F[P-](F)(F)(F)(F)F. The catalyst is CN(C)C=O.C(OCC)(=O)C.O. The product is [CH3:26][O:27][C:28](=[O:29])[NH:30][C@H:31]([C:32]([N:22]1[CH2:23][CH2:24][CH2:25][C@H:21]1[C:18]1[NH:19][CH:20]=[C:16]([C:13]2[CH:12]=[CH:11][C:10]([Br:9])=[CH:15][CH:14]=2)[N:17]=1)=[O:33])[CH:35]([CH3:37])[CH3:36]. The yield is 0.740.